Predict the reaction yield, written as a fraction of the theoretical maximum amount of product (1.0 means a 100% yield; for example, 0.34 means a 34% yield). From a dataset of Reaction yield outcomes from USPTO patents with 853,638 reactions. (1) The yield is 0.110. The catalyst is CC#N. The product is [CH3:17][C:18]1[O:22][C:21]([C:2]2[N:3]=[CH:4][N:5]([C:7]3[CH:8]=[C:9]([NH:13][C:14](=[O:16])[CH3:15])[CH:10]=[CH:11][CH:12]=3)[CH:6]=2)=[CH:20][CH:19]=1. The reactants are Br[C:2]1[N:3]=[CH:4][N:5]([C:7]2[CH:8]=[C:9]([NH:13][C:14](=[O:16])[CH3:15])[CH:10]=[CH:11][CH:12]=2)[CH:6]=1.[CH3:17][C:18]1[O:22][C:21](B(O)O)=[CH:20][CH:19]=1.C([O-])([O-])=O.[Cs+].[Cs+].C(O)CCO. (2) No catalyst specified. The yield is 0.970. The product is [C:21]([O:12][C:13]1[CH:20]=[CH:19][CH:18]=[CH:17][C:14]=1/[CH:15]=[CH:3]/[C:2]1[CH:4]=[CH:5][C:6]2[C:11](=[CH:10][CH:9]=[CH:8][CH:7]=2)[N:1]=1)(=[O:23])[CH3:22]. The reactants are [N:1]1[C:11]2[C:6](=[CH:7][CH:8]=[CH:9][CH:10]=2)[CH:5]=[CH:4][C:2]=1[CH3:3].[OH:12][C:13]1[CH:20]=[CH:19][CH:18]=[CH:17][C:14]=1[CH:15]=O.[C:21](OC(=O)C)(=[O:23])[CH3:22]. (3) The reactants are Cl[C:2]1[CH:7]=[C:6]([N:8]2[CH2:13][CH2:12][O:11][CH2:10][CH2:9]2)[N:5]=[C:4]([CH2:14][CH2:15][CH2:16][C:17]2[CH:22]=[CH:21][C:20]([O:23][CH3:24])=[C:19]([O:25][CH3:26])[CH:18]=2)[N:3]=1.[NH2:27][NH2:28]. No catalyst specified. The product is [CH3:26][O:25][C:19]1[CH:18]=[C:17]([CH2:16][CH2:15][CH2:14][C:4]2[N:3]=[C:2]([NH:27][NH2:28])[CH:7]=[C:6]([N:8]3[CH2:13][CH2:12][O:11][CH2:10][CH2:9]3)[N:5]=2)[CH:22]=[CH:21][C:20]=1[O:23][CH3:24]. The yield is 0.890. (4) The yield is 0.800. The reactants are Cl[Si:2]([Cl:5])([CH3:4])[CH3:3].[F:6][C:7]1[CH:15]=[CH:14][C:10](C[Mg]Cl)=[CH:9][CH:8]=1.CCCCCC. The catalyst is C1COCC1. The product is [Cl:5][Si:2]([CH3:3])([CH3:4])[C:10]1[CH:14]=[CH:15][C:7]([F:6])=[CH:8][CH:9]=1. (5) The reactants are [NH2:1][C:2]1[CH:7]=[CH:6][CH:5]=[CH:4][C:3]=1[CH:8]1[C:17]([CH3:19])([CH3:18])[CH2:16][C:15]2[C:10](=[CH:11][CH:12]=[C:13]([C:20]([O:22][CH3:23])=[O:21])[CH:14]=2)[NH:9]1.[CH:24]1([C:28](O)=[O:29])[CH2:27][CH2:26][CH2:25]1.C(N(CC)C(C)C)(C)C.P(Cl)(Cl)(Cl)=O. The catalyst is ClCCl. The product is [CH:24]1([C:28]([NH:1][C:2]2[CH:7]=[CH:6][CH:5]=[CH:4][C:3]=2[CH:8]2[C:17]([CH3:18])([CH3:19])[CH2:16][C:15]3[C:10](=[CH:11][CH:12]=[C:13]([C:20]([O:22][CH3:23])=[O:21])[CH:14]=3)[NH:9]2)=[O:29])[CH2:27][CH2:26][CH2:25]1. The yield is 0.530. (6) The reactants are [C:1]([NH:4][C:5]1[CH:10]=[CH:9][C:8]([S:11](Cl)(=[O:13])=[O:12])=[C:7]([F:15])[CH:6]=1)(=[O:3])[CH3:2].[CH3:16][NH2:17]. The catalyst is ClCCl.C1COCC1. The product is [F:15][C:7]1[CH:6]=[C:5]([NH:4][C:1](=[O:3])[CH3:2])[CH:10]=[CH:9][C:8]=1[S:11](=[O:13])(=[O:12])[NH:17][CH3:16]. The yield is 0.790. (7) The reactants are [CH:1]1[C:6]([C:7]2[C:16](=[O:17])[C:15]3[C:14]([OH:18])=[CH:13][C:12]([OH:19])=[CH:11][C:10]=3[O:9][CH:8]=2)=[CH:5][CH:4]=[C:3]([OH:20])[CH:2]=1.C([O-])=O.[NH4+]. No catalyst specified. The product is [OH:18][C:14]1[CH:13]=[C:12]([OH:19])[CH:11]=[C:10]2[C:15]=1[C:16](=[O:17])[CH:7]([C:6]1[CH:5]=[CH:4][C:3]([OH:20])=[CH:2][CH:1]=1)[CH2:8][O:9]2. The yield is 0.530. (8) The reactants are [CH2:1]([O:11][C:12](=[O:22])[CH:13]=[CH:14][C:15]1[CH:20]=[CH:19][CH:18]=[CH:17][C:16]=1[OH:21])[CH2:2][CH2:3][CH2:4][CH2:5][CH2:6][CH2:7][CH2:8][CH:9]=[CH2:10].[H-].[Na+].[C:25](Cl)(=[O:27])[CH3:26]. The catalyst is C1(C)C=CC=CC=1. The product is [CH2:1]([O:11][C:12](=[O:22])[CH:13]=[CH:14][C:15]1[CH:20]=[CH:19][CH:18]=[CH:17][C:16]=1[O:21][C:25](=[O:27])[CH3:26])[CH2:2][CH2:3][CH2:4][CH2:5][CH2:6][CH2:7][CH2:8][CH:9]=[CH2:10]. The yield is 0.990. (9) The reactants are Br[C:2]1[CH:7]=[C:6]([C:8]([F:11])([F:10])[F:9])[CH:5]=[C:4]([N+:12]([O-:14])=[O:13])[CH:3]=1.[CH3:15][C:16]1[N:17]=[CH:18][NH:19][CH:20]=1.C(=O)([O-])[O-].[K+].[K+].C(N)CN. The catalyst is CN(C)C=O.COCCCC.[Na+].[Cl-].C(OC(C)C)(=O)C.[Cu]I. The product is [CH3:15][C:16]1[N:17]=[CH:18][N:19]([C:2]2[CH:7]=[C:6]([C:8]([F:11])([F:10])[F:9])[CH:5]=[C:4]([N+:12]([O-:14])=[O:13])[CH:3]=2)[CH:20]=1. The yield is 0.211.